Dataset: NCI-60 drug combinations with 297,098 pairs across 59 cell lines. Task: Regression. Given two drug SMILES strings and cell line genomic features, predict the synergy score measuring deviation from expected non-interaction effect. (1) Drug 1: C(=O)(N)NO. Drug 2: C(CN)CNCCSP(=O)(O)O. Cell line: NCI-H226. Synergy scores: CSS=1.20, Synergy_ZIP=-0.640, Synergy_Bliss=-3.68, Synergy_Loewe=-1.27, Synergy_HSA=-3.77. (2) Drug 1: CC1=C2C(C(=O)C3(C(CC4C(C3C(C(C2(C)C)(CC1OC(=O)C(C(C5=CC=CC=C5)NC(=O)C6=CC=CC=C6)O)O)OC(=O)C7=CC=CC=C7)(CO4)OC(=O)C)O)C)OC(=O)C. Drug 2: C#CCC(CC1=CN=C2C(=N1)C(=NC(=N2)N)N)C3=CC=C(C=C3)C(=O)NC(CCC(=O)O)C(=O)O. Cell line: ACHN. Synergy scores: CSS=49.1, Synergy_ZIP=1.35, Synergy_Bliss=-1.81, Synergy_Loewe=-28.6, Synergy_HSA=-1.44. (3) Drug 1: CN(C)N=NC1=C(NC=N1)C(=O)N. Drug 2: CC(C)NC(=O)C1=CC=C(C=C1)CNNC.Cl. Cell line: OVCAR-4. Synergy scores: CSS=-1.62, Synergy_ZIP=-0.463, Synergy_Bliss=-3.70, Synergy_Loewe=-5.00, Synergy_HSA=-4.36. (4) Cell line: NCI-H522. Drug 1: CC1OCC2C(O1)C(C(C(O2)OC3C4COC(=O)C4C(C5=CC6=C(C=C35)OCO6)C7=CC(=C(C(=C7)OC)O)OC)O)O. Drug 2: CCC1(CC2CC(C3=C(CCN(C2)C1)C4=CC=CC=C4N3)(C5=C(C=C6C(=C5)C78CCN9C7C(C=CC9)(C(C(C8N6C=O)(C(=O)OC)O)OC(=O)C)CC)OC)C(=O)OC)O.OS(=O)(=O)O. Synergy scores: CSS=37.0, Synergy_ZIP=-9.28, Synergy_Bliss=-5.89, Synergy_Loewe=-7.26, Synergy_HSA=-3.66. (5) Drug 1: CC(C1=C(C=CC(=C1Cl)F)Cl)OC2=C(N=CC(=C2)C3=CN(N=C3)C4CCNCC4)N. Drug 2: CCC1=C2CN3C(=CC4=C(C3=O)COC(=O)C4(CC)O)C2=NC5=C1C=C(C=C5)O. Cell line: SN12C. Synergy scores: CSS=37.4, Synergy_ZIP=2.72, Synergy_Bliss=1.44, Synergy_Loewe=-8.04, Synergy_HSA=3.82. (6) Drug 1: CC1=C(C=C(C=C1)NC(=O)C2=CC=C(C=C2)CN3CCN(CC3)C)NC4=NC=CC(=N4)C5=CN=CC=C5. Drug 2: CS(=O)(=O)OCCCCOS(=O)(=O)C. Cell line: SK-MEL-28. Synergy scores: CSS=2.34, Synergy_ZIP=1.25, Synergy_Bliss=2.45, Synergy_Loewe=-0.992, Synergy_HSA=-0.526. (7) Drug 1: C1CN(CCN1C(=O)CCBr)C(=O)CCBr. Drug 2: CN(C(=O)NC(C=O)C(C(C(CO)O)O)O)N=O. Cell line: SF-539. Synergy scores: CSS=33.0, Synergy_ZIP=-4.79, Synergy_Bliss=-3.27, Synergy_Loewe=-22.5, Synergy_HSA=-2.60. (8) Drug 1: COC1=C(C=C2C(=C1)N=CN=C2NC3=CC(=C(C=C3)F)Cl)OCCCN4CCOCC4. Drug 2: CCC1=CC2CC(C3=C(CN(C2)C1)C4=CC=CC=C4N3)(C5=C(C=C6C(=C5)C78CCN9C7C(C=CC9)(C(C(C8N6C)(C(=O)OC)O)OC(=O)C)CC)OC)C(=O)OC.C(C(C(=O)O)O)(C(=O)O)O. Cell line: COLO 205. Synergy scores: CSS=59.0, Synergy_ZIP=8.87, Synergy_Bliss=10.0, Synergy_Loewe=-4.57, Synergy_HSA=11.7. (9) Drug 1: C1CNP(=O)(OC1)N(CCCl)CCCl. Drug 2: CCC1(C2=C(COC1=O)C(=O)N3CC4=CC5=C(C=CC(=C5CN(C)C)O)N=C4C3=C2)O.Cl. Cell line: IGROV1. Synergy scores: CSS=3.04, Synergy_ZIP=-5.97, Synergy_Bliss=-10.4, Synergy_Loewe=-22.2, Synergy_HSA=-9.45. (10) Drug 1: C1C(C(OC1N2C=C(C(=O)NC2=O)F)CO)O. Drug 2: C1CN(P(=O)(OC1)NCCCl)CCCl. Cell line: LOX IMVI. Synergy scores: CSS=38.3, Synergy_ZIP=-9.41, Synergy_Bliss=-2.31, Synergy_Loewe=-45.4, Synergy_HSA=0.562.